From a dataset of Forward reaction prediction with 1.9M reactions from USPTO patents (1976-2016). Predict the product of the given reaction. Given the reactants [CH3:1][O:2][C:3]1[CH:8]=[CH:7][N:6]=[CH:5][C:4]=1[NH2:9].[C:10]([CH2:12][C:13](O)=[O:14])#[N:11].Cl.C(N=C=NCCCN(C)C)C, predict the reaction product. The product is: [C:10]([CH2:12][C:13]([NH:9][C:4]1[CH:5]=[N:6][CH:7]=[CH:8][C:3]=1[O:2][CH3:1])=[O:14])#[N:11].